This data is from Full USPTO retrosynthesis dataset with 1.9M reactions from patents (1976-2016). The task is: Predict the reactants needed to synthesize the given product. (1) Given the product [CH2:49]([O:51][C:52]1[CH:66]=[CH:65][C:55]([C:56]([NH:58][CH:59]2[CH2:64][CH2:63][CH2:62][N:61]([C:12]([C:10]3[C:9]([C:15]([F:18])([F:17])[F:16])=[N:8][N:7]([C:1]4[CH:2]=[CH:3][CH:4]=[CH:5][CH:6]=4)[CH:11]=3)=[O:14])[CH2:60]2)=[O:57])=[CH:54][CH:53]=1)[CH3:50], predict the reactants needed to synthesize it. The reactants are: [C:1]1([N:7]2[CH:11]=[C:10]([C:12]([OH:14])=O)[C:9]([C:15]([F:18])([F:17])[F:16])=[N:8]2)[CH:6]=[CH:5][CH:4]=[CH:3][CH:2]=1.CCN=C=NCCCN(C)C.Cl.C1C=CC2N(O)N=NC=2C=1.O.FC(F)(F)C(O)=O.[CH2:49]([O:51][C:52]1[CH:66]=[CH:65][C:55]([C:56]([NH:58][CH:59]2[CH2:64][CH2:63][CH2:62][NH:61][CH2:60]2)=[O:57])=[CH:54][CH:53]=1)[CH3:50].C(N(CC)CC)C. (2) Given the product [Br:35][C:36]1[CH:41]=[CH:40][C:39]([CH2:42][O:1][CH:2]2[CH:7]([C:8]3[CH:13]=[CH:12][C:11]([O:14][CH2:15][CH2:16][CH2:17][O:18][CH2:19][C:20]4[CH:25]=[CH:24][CH:23]=[CH:22][C:21]=4[O:26][CH3:27])=[CH:10][CH:9]=3)[CH2:6][CH2:5][N:4]([C:28]([O:30][C:31]([CH3:34])([CH3:33])[CH3:32])=[O:29])[CH2:3]2)=[CH:38][C:37]=1[O:44][CH2:45][CH2:46][CH2:47][O:48][CH3:49], predict the reactants needed to synthesize it. The reactants are: [OH:1][CH:2]1[CH:7]([C:8]2[CH:13]=[CH:12][C:11]([O:14][CH2:15][CH2:16][CH2:17][O:18][CH2:19][C:20]3[CH:25]=[CH:24][CH:23]=[CH:22][C:21]=3[O:26][CH3:27])=[CH:10][CH:9]=2)[CH2:6][CH2:5][N:4]([C:28]([O:30][C:31]([CH3:34])([CH3:33])[CH3:32])=[O:29])[CH2:3]1.[Br:35][C:36]1[CH:41]=[CH:40][C:39]([CH2:42]Br)=[CH:38][C:37]=1[O:44][CH2:45][CH2:46][CH2:47][O:48][CH3:49]. (3) Given the product [Cl:1][CH2:2][C:3]([C:5]1([Cl:8])[CH2:7][CH2:6]1)([OH:4])[CH2:11][CH:10]=[CH2:9], predict the reactants needed to synthesize it. The reactants are: [Cl:1][CH2:2][C:3]([C:5]1([Cl:8])[CH2:7][CH2:6]1)=[O:4].[CH2:9](Br)[CH:10]=[CH2:11].[Cl-].[NH4+].Cl. (4) Given the product [CH3:1][CH:2]([C:14]1[CH:15]=[CH:16][C:17]([CH2:20][O:21][CH2:22][CH2:23][O:24][CH2:25][CH2:26][O:27][CH2:28][CH2:29][O:30][CH2:31][CH2:32][OH:33])=[CH:18][CH:19]=1)[CH2:3][CH2:4][CH2:5][CH2:6][CH2:7][CH2:8][CH2:9][CH2:10][CH2:11][CH2:12][CH3:13], predict the reactants needed to synthesize it. The reactants are: [CH3:1][CH:2]([C:14]1[CH:19]=[CH:18][C:17]([CH2:20][O:21][CH2:22][CH2:23][O:24][CH2:25][CH2:26][O:27][CH2:28][CH2:29][O:30][CH2:31][CH2:32][O:33]C2CCCCO2)=[CH:16][CH:15]=1)[CH2:3][CH2:4][CH2:5][CH2:6][CH2:7][CH2:8][CH2:9][CH2:10][CH2:11][CH2:12][CH3:13].CC1C=CC(S(O)(=O)=O)=CC=1.O.